From a dataset of Forward reaction prediction with 1.9M reactions from USPTO patents (1976-2016). Predict the product of the given reaction. Given the reactants S(=O)(=O)(O)O.[OH:6][C:7]1[C:8]([C:13]([NH2:15])=[O:14])=[N:9][CH:10]=[CH:11][N:12]=1.[N+:16]([O-])([O-:18])=[O:17].[K+].[OH-].[Na+], predict the reaction product. The product is: [OH:6][C:7]1[C:8]([C:13]([NH2:15])=[O:14])=[N:9][C:10]([N+:16]([O-:18])=[O:17])=[CH:11][N:12]=1.